This data is from Catalyst prediction with 721,799 reactions and 888 catalyst types from USPTO. The task is: Predict which catalyst facilitates the given reaction. (1) Reactant: Cl.CN(C)CCCN=C=NCC.[NH2:13][C:14]1[C:15](=[O:27])[N:16]([CH3:26])[C:17](=[O:25])[N:18]([CH2:21][CH:22]([CH3:24])[CH3:23])[C:19]=1[NH2:20].[Cl:28][C:29]1[C:38]2[C:33](=[CH:34][C:35]([O:41][CH3:42])=[C:36]([O:39][CH3:40])[CH:37]=2)[C:32]([CH2:43][C:44](O)=O)=[CH:31][N:30]=1.ON1C2C=CC=CC=2N=N1. Product: [ClH:28].[Cl:28][C:29]1[C:38]2[C:33](=[CH:34][C:35]([O:41][CH3:42])=[C:36]([O:39][CH3:40])[CH:37]=2)[C:32]([CH2:43][C:44]2[NH:13][C:14]3[C:15](=[O:27])[N:16]([CH3:26])[C:17](=[O:25])[N:18]([CH2:21][CH:22]([CH3:23])[CH3:24])[C:19]=3[N:20]=2)=[CH:31][N:30]=1. The catalyst class is: 34. (2) Reactant: [CH3:1][O:2][C:3]([C:5]1[C:13]2[N:12]=[C:11]([C:14](=[O:25])[N:15](C(C)C)[CH:16]3[CH2:21][CH2:20][NH:19][CH2:18][CH2:17]3)[NH:10][C:9]=2[CH:8]=[CH:7][CH:6]=1)=[O:4].C([O-])([O-])=O.[K+].[K+].Br[CH2:33][C:34]([NH:36][C:37]1[CH:42]=[CH:41][C:40]([Cl:43])=[CH:39][N:38]=1)=[O:35].[C:44]1(C)[CH:49]=CC=C[CH:45]=1. Product: [CH3:1][O:2][C:3]([C:5]1[C:13]2[N:12]=[C:11]([C:14](=[O:25])[NH:15][CH:16]3[CH2:21][CH2:20][N:19]([CH:44]([CH3:49])[CH3:45])[CH2:18][CH2:17]3)[N:10]([CH2:33][C:34](=[O:35])[NH:36][C:37]3[CH:42]=[CH:41][C:40]([Cl:43])=[CH:39][N:38]=3)[C:9]=2[CH:8]=[CH:7][CH:6]=1)=[O:4]. The catalyst class is: 3. (3) Reactant: [CH2:1](Br)[C:2]1[CH:7]=[CH:6][CH:5]=[CH:4][CH:3]=1.[N+:9]([C:12]1[CH:17]=[CH:16][C:15]([N:18]2[CH2:23][CH2:22][NH:21][CH2:20][CH2:19]2)=[CH:14][CH:13]=1)([O-:11])=[O:10].C(N(CC)CC)C. Product: [CH2:1]([N:21]1[CH2:22][CH2:23][N:18]([C:15]2[CH:14]=[CH:13][C:12]([N+:9]([O-:11])=[O:10])=[CH:17][CH:16]=2)[CH2:19][CH2:20]1)[C:2]1[CH:7]=[CH:6][CH:5]=[CH:4][CH:3]=1. The catalyst class is: 10.